Dataset: Full USPTO retrosynthesis dataset with 1.9M reactions from patents (1976-2016). Task: Predict the reactants needed to synthesize the given product. Given the product [CH2:1]([O:8][C@H:9]1[C@@H:15]([O:16][CH2:17][C:18]2[CH:23]=[CH:22][CH:21]=[CH:20][CH:19]=2)[C@H:14]([O:24][CH2:25][C:26]2[CH:27]=[CH:28][CH:29]=[CH:30][CH:31]=2)[C@@H:13]([CH2:32][O:33][CH2:34][C:35]2[CH:36]=[CH:37][CH:38]=[CH:39][CH:40]=2)[O:12][CH:10]1[O:11][CH2:49][C:48]([OH:51])=[O:47])[C:2]1[CH:3]=[CH:4][CH:5]=[CH:6][CH:7]=1, predict the reactants needed to synthesize it. The reactants are: [CH2:1]([O:8][C@H:9]1[C@@H:15]([O:16][CH2:17][C:18]2[CH:23]=[CH:22][CH:21]=[CH:20][CH:19]=2)[C@H:14]([O:24][CH2:25][C:26]2[CH:31]=[CH:30][CH:29]=[CH:28][CH:27]=2)[C@@H:13]([CH2:32][O:33][CH2:34][C:35]2[CH:40]=[CH:39][CH:38]=[CH:37][CH:36]=2)[O:12][CH:10]1[OH:11])[C:2]1[CH:7]=[CH:6][CH:5]=[CH:4][CH:3]=1.[OH-].[K+].C([O:47][C:48](=[O:51])[CH2:49]Br)(C)(C)C.COC(C)(C)C.